From a dataset of Full USPTO retrosynthesis dataset with 1.9M reactions from patents (1976-2016). Predict the reactants needed to synthesize the given product. (1) Given the product [ClH:14].[CH2:1]([N:4]1[CH2:9][CH:8]([O:10][C:19]2[CH:18]=[CH:17][CH:16]=[C:15]([Cl:14])[C:20]=2[Cl:21])[C:7]2[S:11][CH:12]=[CH:13][C:6]=2[CH2:5]1)[CH:2]=[CH2:3], predict the reactants needed to synthesize it. The reactants are: [CH2:1]([N:4]1[CH2:9][CH:8]([OH:10])[C:7]2[S:11][CH:12]=[CH:13][C:6]=2[CH2:5]1)[CH:2]=[CH2:3].[Cl:14][C:15]1[C:20]([Cl:21])=[CH:19][CH:18]=[CH:17][C:16]=1F. (2) Given the product [C:1]([C:3]1[CH:14]=[CH:13][C:6]([O:7][CH2:8][C:9]([NH:16][NH2:17])=[O:10])=[CH:5][CH:4]=1)#[N:2], predict the reactants needed to synthesize it. The reactants are: [C:1]([C:3]1[CH:14]=[CH:13][C:6]([O:7][CH2:8][C:9](OC)=[O:10])=[CH:5][CH:4]=1)#[N:2].O.[NH2:16][NH2:17]. (3) The reactants are: Cl.CN[O:4][CH3:5].[Br:6][C:7]1[CH:8]=[C:9]([C:12](Cl)=[O:13])[O:10][CH:11]=1.C([N:18]([CH2:22]C)C(C)C)(C)C. Given the product [CH3:5][O:4][CH2:22][NH:18][C:12]([C:9]1[O:10][CH:11]=[C:7]([Br:6])[CH:8]=1)=[O:13], predict the reactants needed to synthesize it. (4) Given the product [CH2:1]([N:4]([CH2:8][C:9]1[CH:10]=[CH:11][C:12]([NH:15][CH2:16][C:17]2[CH:18]=[CH:19][C:20]([CH2:23][N:24]([CH2:25][C:26]3[NH:30][CH:29]=[CH:28][N:27]=3)[CH2:37][C:33]3[N:32]([CH3:31])[CH:36]=[CH:35][N:34]=3)=[CH:21][CH:22]=2)=[CH:13][CH:14]=1)[CH2:5][CH2:6][CH3:7])[CH2:2][CH3:3], predict the reactants needed to synthesize it. The reactants are: [CH2:1]([N:4]([CH2:8][C:9]1[CH:14]=[CH:13][C:12]([NH:15][CH2:16][C:17]2[CH:22]=[CH:21][C:20]([CH2:23][NH:24][CH2:25][C:26]3[NH:27][CH:28]=[CH:29][N:30]=3)=[CH:19][CH:18]=2)=[CH:11][CH:10]=1)[CH2:5][CH2:6][CH3:7])[CH2:2][CH3:3].[CH3:31][N:32]1[CH:36]=[CH:35][N:34]=[C:33]1[CH:37]=O.C([BH3-])#N.[Na+].[OH-].[Na+]. (5) Given the product [C:1]([C:5]1[CH:9]=[C:8]([NH:10][C:11]2[C:12]([C:17]([OH:19])=[O:18])=[N:13][CH:14]=[CH:15][CH:16]=2)[N:7]([C:22]2[C:27]([CH3:28])=[CH:26][CH:25]=[CH:24][C:23]=2[CH3:29])[N:6]=1)([CH3:4])([CH3:3])[CH3:2], predict the reactants needed to synthesize it. The reactants are: [C:1]([C:5]1[CH:9]=[C:8]([NH:10][C:11]2[C:12]([C:17]([O:19]CC)=[O:18])=[N:13][CH:14]=[CH:15][CH:16]=2)[N:7]([C:22]2[C:27]([CH3:28])=[CH:26][CH:25]=[CH:24][C:23]=2[CH3:29])[N:6]=1)([CH3:4])([CH3:3])[CH3:2].O.[OH-].[Li+].Cl.